Task: Predict the product of the given reaction.. Dataset: Forward reaction prediction with 1.9M reactions from USPTO patents (1976-2016) (1) Given the reactants [Br:1][C:2]1[CH:10]=[C:9]([CH3:11])[CH:8]=[CH:7][C:3]=1[C:4]([NH2:6])=O.O=P12OP3(OP(OP(O3)(O1)=O)(=O)O2)=O, predict the reaction product. The product is: [Br:1][C:2]1[CH:10]=[C:9]([CH3:11])[CH:8]=[CH:7][C:3]=1[C:4]#[N:6]. (2) The product is: [CH2:24]([N:21]1[CH2:22][CH2:23][N:18]([CH2:17][C:9]2[NH:8][C:16]3[CH:15]=[CH:14][N:13]=[CH:12][C:11]=3[CH:10]=2)[C:19](=[O:27])[CH2:20]1)[C:25]#[CH:26]. Given the reactants C(OC([N:8]1[C:16]2[CH:15]=[CH:14][N:13]=[CH:12][C:11]=2[CH:10]=[C:9]1[CH2:17][N:18]1[CH2:23][CH2:22][N:21]([CH2:24][C:25]#[CH:26])[CH2:20][C:19]1=[O:27])=O)(C)(C)C.C(O)(C(F)(F)F)=O, predict the reaction product.